From a dataset of Forward reaction prediction with 1.9M reactions from USPTO patents (1976-2016). Predict the product of the given reaction. (1) Given the reactants [CH3:1][O:2][CH2:3][C:4]([OH:6])=O.[NH2:7][CH2:8][CH2:9][O:10][C:11]1[CH:20]=[CH:19][CH:18]=[C:17]2[C:12]=1[C:13]([NH:21][C:22]1[CH:27]=[CH:26][C:25]([O:28][CH2:29][C:30]3[CH:35]=[CH:34][CH:33]=[CH:32][N:31]=3)=[C:24]([Cl:36])[CH:23]=1)=[N:14][CH:15]=[N:16]2, predict the reaction product. The product is: [Cl:36][C:24]1[CH:23]=[C:22]([NH:21][C:13]2[C:12]3[C:17](=[CH:18][CH:19]=[CH:20][C:11]=3[O:10][CH2:9][CH2:8][NH:7][C:4](=[O:6])[CH2:3][O:2][CH3:1])[N:16]=[CH:15][N:14]=2)[CH:27]=[CH:26][C:25]=1[O:28][CH2:29][C:30]1[CH:35]=[CH:34][CH:33]=[CH:32][N:31]=1. (2) Given the reactants [NH:1]1[CH2:6][CH2:5][CH2:4][CH2:3][CH2:2]1.Cl.C(N=C=NCCCN(C)C)C.[CH3:19][O:20][C:21]1[C:22](=[O:49])[C:23]([CH3:48])=[C:24]([CH2:30][C:31]2[CH:32]=[CH:33][C:34]([O:40][CH2:41][C:42]3[CH:47]=[CH:46][CH:45]=[CH:44][CH:43]=3)=[C:35]([CH:39]=2)[C:36](O)=[O:37])[C:25](=[O:29])[C:26]=1[O:27][CH3:28], predict the reaction product. The product is: [CH3:19][O:20][C:21]1[C:22](=[O:49])[C:23]([CH3:48])=[C:24]([CH2:30][C:31]2[CH:32]=[CH:33][C:34]([O:40][CH2:41][C:42]3[CH:43]=[CH:44][CH:45]=[CH:46][CH:47]=3)=[C:35]([CH:39]=2)[C:36]([N:1]2[CH2:6][CH2:5][CH2:4][CH2:3][CH2:2]2)=[O:37])[C:25](=[O:29])[C:26]=1[O:27][CH3:28]. (3) Given the reactants [CH3:1][C:2]1([CH3:27])[C:11]2[C:6](=[CH:7][CH:8]=[C:9]([C:12](O)=[O:13])[CH:10]=2)[NH:5][CH:4]([C:15]2[CH:16]=[N:17][CH:18]=[C:19]([N:21]3[CH2:26][CH2:25][O:24][CH2:23][CH2:22]3)[CH:20]=2)[CH2:3]1.[CH:28]1([S:31]([NH2:34])(=[O:33])=[O:32])[CH2:30][CH2:29]1, predict the reaction product. The product is: [CH3:1][C:2]1([CH3:27])[C:11]2[C:6](=[CH:7][CH:8]=[C:9]([C:12]([NH:34][S:31]([CH:28]3[CH2:30][CH2:29]3)(=[O:33])=[O:32])=[O:13])[CH:10]=2)[NH:5][CH:4]([C:15]2[CH:16]=[N:17][CH:18]=[C:19]([N:21]3[CH2:22][CH2:23][O:24][CH2:25][CH2:26]3)[CH:20]=2)[CH2:3]1.